Dataset: Full USPTO retrosynthesis dataset with 1.9M reactions from patents (1976-2016). Task: Predict the reactants needed to synthesize the given product. (1) Given the product [CH2:46]([O:45][C:42](=[O:44])[C:2]1[CH:7]=[CH:6][C:5]([NH:8][C:9]([C:11]2[CH:12]=[CH:13][C:14]3[O:19][CH2:18][CH2:17][N:16]([S:20]([C:23]4[CH:28]=[C:27]([Cl:29])[CH:26]=[CH:25][C:24]=4[O:30][CH3:31])(=[O:21])=[O:22])[C:15]=3[CH:32]=2)=[O:10])=[CH:4][C:3]=1[C:33]#[N:34])[CH2:40][CH3:41], predict the reactants needed to synthesize it. The reactants are: Br[C:2]1[CH:7]=[CH:6][C:5]([NH:8][C:9]([C:11]2[CH:12]=[CH:13][C:14]3[O:19][CH2:18][CH2:17][N:16]([S:20]([C:23]4[CH:28]=[C:27]([Cl:29])[CH:26]=[CH:25][C:24]=4[O:30][CH3:31])(=[O:22])=[O:21])[C:15]=3[CH:32]=2)=[O:10])=[CH:4][C:3]=1[C:33]#[N:34].C(N([CH2:40][CH3:41])CC)C.[C:42]([O:45][CH2:46]C)(=[O:44])C. (2) Given the product [F:1][CH2:2][CH2:3][N:4]1[CH2:9][CH2:8][CH:7]([NH:10][C:11]2[CH:12]=[CH:13][C:14]([NH:17][C:19]3[N:28]=[CH:27][C:26]4[C:21](=[C:22]([C:29]5[CH:30]=[C:31]([NH:35][C:36](=[O:39])[CH:37]=[CH2:38])[CH:32]=[CH:33][CH:34]=5)[CH:23]=[CH:24][CH:25]=4)[N:20]=3)=[CH:15][CH:16]=2)[CH2:6][CH2:5]1, predict the reactants needed to synthesize it. The reactants are: [F:1][CH2:2][CH2:3][N:4]1[CH2:9][CH2:8][CH:7]([NH:10][C:11]2[CH:16]=[CH:15][C:14]([NH2:17])=[CH:13][CH:12]=2)[CH2:6][CH2:5]1.Cl[C:19]1[N:28]=[CH:27][C:26]2[C:21](=[C:22]([C:29]3[CH:30]=[C:31]([NH:35][C:36](=[O:39])[CH:37]=[CH2:38])[CH:32]=[CH:33][CH:34]=3)[CH:23]=[CH:24][CH:25]=2)[N:20]=1.C(O)(C(F)(F)F)=O. (3) Given the product [CH3:1][O:2][C:3]([CH:5]1[CH2:9][CH:8]([CH2:10][CH2:11][C:12](=[O:21])[CH3:13])[CH2:7][N:6]1[C:14]([O:16][C:17]([CH3:19])([CH3:18])[CH3:20])=[O:15])=[O:4], predict the reactants needed to synthesize it. The reactants are: [CH3:1][O:2][C:3]([CH:5]1[CH2:9][CH:8]([CH2:10][CH:11]=[CH:12][CH3:13])[CH2:7][N:6]1[C:14]([O:16][C:17]([CH3:20])([CH3:19])[CH3:18])=[O:15])=[O:4].[O:21]=O. (4) Given the product [CH3:1][C:2]1[CH:28]=[C:5]2[N:6]=[CH:7][C:8]3[CH:13]=[C:12]([C:14]4[CH:15]=[CH:16][CH:17]=[CH:18][CH:19]=4)[C:11]([C:20]4[CH:21]=[CH:22][C:23]([CH2:24][N:29]5[CH2:30][CH2:31][CH:32]([C:33]([O:35][CH2:36][CH3:37])=[O:34])[CH2:38][CH2:39]5)=[CH:26][CH:27]=4)=[N:10][C:9]=3[N:4]2[N:3]=1, predict the reactants needed to synthesize it. The reactants are: [CH3:1][C:2]1[CH:28]=[C:5]2[N:6]=[CH:7][C:8]3[CH:13]=[C:12]([C:14]4[CH:19]=[CH:18][CH:17]=[CH:16][CH:15]=4)[C:11]([C:20]4[CH:27]=[CH:26][C:23]([CH:24]=O)=[CH:22][CH:21]=4)=[N:10][C:9]=3[N:4]2[N:3]=1.[NH:29]1[CH2:39][CH2:38][CH:32]([C:33]([O:35][CH2:36][CH3:37])=[O:34])[CH2:31][CH2:30]1.[BH-](OC(C)=O)(OC(C)=O)OC(C)=O.[Na+].C([O-])(O)=O.[Na+]. (5) Given the product [F:1][C:2]([F:81])([O:66][C:67]1[CH:72]=[CH:71][C:70]([O:73][CH2:74][CH2:75][CH2:76][C:77]([F:79])([F:80])[F:78])=[CH:69][CH:68]=1)[C:3]1[CH:4]=[CH:5][C:6](/[CH:9]=[CH:10]/[C:11]([O:13][CH2:14][C:15]([CH2:46][C:47]2[CH:48]=[CH:49][C:50]([NH2:53])=[CH:51][CH:52]=2)([CH2:56][C:57]2[CH:62]=[CH:61][C:60]([NH2:63])=[CH:59][CH:58]=2)[CH2:16][O:17][C:18](=[O:45])/[CH:19]=[CH:20]/[C:21]2[CH:26]=[CH:25][C:24]([C:27]([F:43])([F:44])[O:28][C:29]3[CH:30]=[CH:31][C:32]([O:35][CH2:36][CH2:37][CH2:38][C:39]([F:40])([F:41])[F:42])=[CH:33][CH:34]=3)=[CH:23][CH:22]=2)=[O:12])=[CH:7][CH:8]=1, predict the reactants needed to synthesize it. The reactants are: [F:1][C:2]([F:81])([O:66][C:67]1[CH:72]=[CH:71][C:70]([O:73][CH2:74][CH2:75][CH2:76][C:77]([F:80])([F:79])[F:78])=[CH:69][CH:68]=1)[C:3]1[CH:8]=[CH:7][C:6](/[CH:9]=[CH:10]/[C:11]([O:13][CH2:14][C:15]([CH2:56][C:57]2[CH:62]=[CH:61][C:60]([N+:63]([O-])=O)=[CH:59][CH:58]=2)([CH2:46][C:47]2[CH:52]=[CH:51][C:50]([N+:53]([O-])=O)=[CH:49][CH:48]=2)[CH2:16][O:17][C:18](=[O:45])/[CH:19]=[CH:20]/[C:21]2[CH:26]=[CH:25][C:24]([C:27]([F:44])([F:43])[O:28][C:29]3[CH:34]=[CH:33][C:32]([O:35][CH2:36][CH2:37][CH2:38][C:39]([F:42])([F:41])[F:40])=[CH:31][CH:30]=3)=[CH:23][CH:22]=2)=[O:12])=[CH:5][CH:4]=1. (6) Given the product [OH:1][C@H:2]1[C@H:6]([N:7]2[CH:11]=[CH:10][N:9]=[N:8]2)[CH2:5][N:4]([C:16]([O:18][C:19]([CH3:22])([CH3:21])[CH3:20])=[O:17])[CH2:3]1, predict the reactants needed to synthesize it. The reactants are: [OH:1][C@H:2]1[C@H:6]([N:7]2[C:11]([Si](C)(C)C)=[CH:10][N:9]=[N:8]2)[CH2:5][N:4]([C:16]([O:18][C:19]([CH3:22])([CH3:21])[CH3:20])=[O:17])[CH2:3]1.CCCC[N+](CCCC)(CCCC)CCCC.[F-].